This data is from Catalyst prediction with 721,799 reactions and 888 catalyst types from USPTO. The task is: Predict which catalyst facilitates the given reaction. Reactant: [Cl:1][C:2]1[N:3]=[C:4](Cl)[C:5]2[C:10]([C:11]3[CH:16]=[CH:15][N:14]=[CH:13][CH:12]=3)=[CH:9][N:8]([CH2:17][O:18][CH2:19][CH2:20][Si:21]([CH3:24])([CH3:23])[CH3:22])[C:6]=2[N:7]=1.Cl.[O:27]1[CH2:32][CH2:31][CH:30]([NH2:33])[CH2:29][CH2:28]1.C(N(CC)CC)C. Product: [Cl:1][C:2]1[N:3]=[C:4]([NH:33][CH:30]2[CH2:31][CH2:32][O:27][CH2:28][CH2:29]2)[C:5]2[C:10]([C:11]3[CH:16]=[CH:15][N:14]=[CH:13][CH:12]=3)=[CH:9][N:8]([CH2:17][O:18][CH2:19][CH2:20][Si:21]([CH3:24])([CH3:23])[CH3:22])[C:6]=2[N:7]=1. The catalyst class is: 12.